Dataset: Reaction yield outcomes from USPTO patents with 853,638 reactions. Task: Predict the reaction yield, written as a fraction of the theoretical maximum amount of product (1.0 means a 100% yield; for example, 0.34 means a 34% yield). (1) The reactants are [OH-].[Na+].[C:3]([O:22][CH2:23][CH2:24][CH2:25][CH2:26][CH2:27][C:28]([O:30]C)=[O:29])([C:16]1[CH:21]=[CH:20][CH:19]=[CH:18][CH:17]=1)([C:10]1[CH:15]=[CH:14][CH:13]=[CH:12][CH:11]=1)[C:4]1[CH:9]=[CH:8][CH:7]=[CH:6][CH:5]=1. The catalyst is C1COCC1.O. The product is [C:3]([O:22][CH2:23][CH2:24][CH2:25][CH2:26][CH2:27][C:28]([OH:30])=[O:29])([C:10]1[CH:11]=[CH:12][CH:13]=[CH:14][CH:15]=1)([C:16]1[CH:21]=[CH:20][CH:19]=[CH:18][CH:17]=1)[C:4]1[CH:5]=[CH:6][CH:7]=[CH:8][CH:9]=1. The yield is 0.780. (2) The reactants are [NH2:1][C:2]1[CH:7]=[CH:6][CH:5]=[CH:4][C:3]=1[C:8]1[NH:9][C:10]2[C:15]([CH:16]=1)=[CH:14][CH:13]=[CH:12][CH:11]=2.[OH:17][C:18]1[CH:19]=[C:20]([CH2:25][C:26](O)=[O:27])[CH:21]=[CH:22][C:23]=1[OH:24]. No catalyst specified. The product is [OH:17][C:18]1[CH:19]=[C:20]([CH2:25][C:26]([NH:1][C:2]2[CH:7]=[CH:6][CH:5]=[CH:4][C:3]=2[C:8]2[NH:9][C:10]3[C:15]([CH:16]=2)=[CH:14][CH:13]=[CH:12][CH:11]=3)=[O:27])[CH:21]=[CH:22][C:23]=1[OH:24]. The yield is 0.170.